Dataset: Reaction yield outcomes from USPTO patents with 853,638 reactions. Task: Predict the reaction yield, written as a fraction of the theoretical maximum amount of product (1.0 means a 100% yield; for example, 0.34 means a 34% yield). (1) The reactants are [CH2:1]([O:3][C:4]1[CH:5]=[C:6]([C:10]([CH3:14])([CH3:13])[C:11]#[N:12])[CH:7]=[CH:8][CH:9]=1)[CH3:2].[I:15]Cl. The catalyst is C(O)(=O)C. The product is [CH2:1]([O:3][C:4]1[CH:5]=[C:6]([C:10]([CH3:13])([CH3:14])[C:11]#[N:12])[CH:7]=[CH:8][C:9]=1[I:15])[CH3:2]. The yield is 0.510. (2) The reactants are [C:1]1([N:7]2[CH2:12][CH2:11][CH:10]([CH2:13][OH:14])[CH2:9][CH2:8]2)[CH:6]=[CH:5][CH:4]=[CH:3][CH:2]=1.C1CCN2C(=NCCC2)CC1.C(N=S(Cl)C1C=CC=CC=1)(C)(C)C.O. The catalyst is ClCCl. The product is [C:1]1([N:7]2[CH2:8][CH2:9][CH:10]([CH:13]=[O:14])[CH2:11][CH2:12]2)[CH:2]=[CH:3][CH:4]=[CH:5][CH:6]=1. The yield is 0.900. (3) The reactants are Cl.[Cl:2][C:3]1[CH:8]=[CH:7][C:6]([NH:9][NH2:10])=[CH:5][CH:4]=1.C([CH:13](O)[C:14]([O-:16])=[O:15])C.[CH3:18]O. The catalyst is C1(C)C=CC=CC=1. The product is [CH3:18][O:16][C:14](=[O:15])[CH:13]=[N:10][NH:9][C:6]1[CH:7]=[CH:8][C:3]([Cl:2])=[CH:4][CH:5]=1. The yield is 0.820. (4) The reactants are [H-].[H-].[H-].[H-].[Li+].[Al+3].[N+:7]([C:10]1[CH:11]=[C:12]2[C:16](=[CH:17][CH:18]=1)[NH:15][C:14]([CH:19]([CH3:25])[C:20](OCC)=[O:21])=[CH:13]2)([O-:9])=[O:8].O.[OH-].[Na+]. The catalyst is C1COCC1. The product is [N+:7]([C:10]1[CH:11]=[C:12]2[C:16](=[CH:17][CH:18]=1)[NH:15][C:14]([CH:19]([CH3:25])[CH2:20][OH:21])=[CH:13]2)([O-:9])=[O:8]. The yield is 0.810. (5) The reactants are Cl[C:2]1[C:7]2[NH:8][C:9]3[C:14]([C:6]=2[C:5]([C:16]2[CH:21]=[CH:20][CH:19]=[C:18]([S:22]([CH2:25][CH3:26])(=[O:24])=[O:23])[CH:17]=2)=[CH:4][N:3]=1)=[CH:13][C:12]([CH3:15])=[CH:11][N:10]=3.[CH3:27][N:28]([CH3:33])[CH2:29][CH2:30][CH2:31][NH2:32]. No catalyst specified. The product is [CH2:25]([S:22]([C:18]1[CH:17]=[C:16]([C:5]2[C:6]3[C:14]4[CH:13]=[C:12]([CH3:15])[CH:11]=[N:10][C:9]=4[NH:8][C:7]=3[C:2]([NH:32][CH2:31][CH2:30][CH2:29][N:28]([CH3:33])[CH3:27])=[N:3][CH:4]=2)[CH:21]=[CH:20][CH:19]=1)(=[O:24])=[O:23])[CH3:26]. The yield is 0.550. (6) The reactants are [CH3:1][O:2][CH:3]([O:27][CH3:28])[C:4]1[CH:5]=[C:6]([CH:11]([C:14]2[C:19]([CH:20]([CH3:22])[CH3:21])=[C:18]([O:23][CH3:24])[N:17]=[C:16]([O:25][CH3:26])[N:15]=2)C#N)[CH:7]=[C:8]([CH3:10])[CH:9]=1.[H-].[Na+].CN(C=[O:35])C. No catalyst specified. The product is [CH3:1][O:2][CH:3]([O:27][CH3:28])[C:4]1[CH:5]=[C:6]([C:11]([C:14]2[C:19]([CH:20]([CH3:22])[CH3:21])=[C:18]([O:23][CH3:24])[N:17]=[C:16]([O:25][CH3:26])[N:15]=2)=[O:35])[CH:7]=[C:8]([CH3:10])[CH:9]=1. The yield is 0.980. (7) The reactants are CC(C)([O-])C.[K+].[CH3:7][O:8][C:9]1[CH:10]=[C:11]2[C:15](=[CH:16][CH:17]=1)[NH:14][CH:13]=[CH:12]2.CC(C)([O-])C.[K+].C[N:25]1CCCC1=O.[NH2:31][O:32][S:33]([OH:36])(=[O:35])=[O:34].CN1CCCC1=O. The catalyst is CN1CCCC1=O. The product is [NH2:31][O:32][S:33]([OH:36])(=[O:35])=[O:34].[CH3:7][O:8][C:9]1[CH:10]=[C:11]2[C:15](=[CH:16][CH:17]=1)[N:14]([NH2:25])[CH:13]=[CH:12]2. The yield is 0.970.